Dataset: Catalyst prediction with 721,799 reactions and 888 catalyst types from USPTO. Task: Predict which catalyst facilitates the given reaction. (1) Reactant: [CH2:1]([N:8]1[CH2:12][C@@H:11]([CH3:13])[C@@:10]([CH2:17][C:18]([O:20][C:21]([CH3:24])([CH3:23])[CH3:22])=[O:19])([C:14]([OH:16])=O)[CH2:9]1)[C:2]1[CH:7]=[CH:6][CH:5]=[CH:4][CH:3]=1.[F:25][CH:26]([CH2:35][CH2:36][CH3:37])[CH2:27][N:28]1[CH2:33][CH2:32][CH:31]([NH2:34])[CH2:30][CH2:29]1.C(N(CC)CC)C.C1CN([P+](ON2N=NC3C=CC=CC2=3)(N2CCCC2)N2CCCC2)CC1.F[P-](F)(F)(F)(F)F. Product: [CH2:1]([N:8]1[CH2:12][C@@H:11]([CH3:13])[C@@:10]([CH2:17][C:18]([O:20][C:21]([CH3:24])([CH3:23])[CH3:22])=[O:19])([C:14](=[O:16])[NH:34][CH:31]2[CH2:32][CH2:33][N:28]([CH2:27][CH:26]([F:25])[CH2:35][CH2:36][CH3:37])[CH2:29][CH2:30]2)[CH2:9]1)[C:2]1[CH:3]=[CH:4][CH:5]=[CH:6][CH:7]=1. The catalyst class is: 145. (2) Reactant: C(N)(C)C.[Li]CCCC.[C:10](#[N:14])[CH:11]([CH3:13])[CH3:12].Br[CH2:16][CH2:17][CH2:18][Cl:19]. Product: [Cl:19][CH2:18][CH2:17][CH2:16][C:11]([CH3:13])([CH3:12])[C:10]#[N:14]. The catalyst class is: 1. (3) Reactant: [Cl:1][C:2]1[CH:3]=[C:4]2[C:9](=[CH:10][CH:11]=1)[N:8]([C:12]([O:14][CH2:15][C@@:16]([OH:28])([CH3:27])[CH2:17][N:18]1[CH:22]=[C:21]([N+:23]([O-:25])=[O:24])[N:20]=[C:19]1Cl)=[O:13])[CH2:7][CH2:6][CH2:5]2.[H-].[Na+]. Product: [Cl:1][C:2]1[CH:3]=[C:4]2[C:9](=[CH:10][CH:11]=1)[N:8]([C:12]([O:14][CH2:15][C@:16]1([CH3:27])[O:28][C:19]3=[N:20][C:21]([N+:23]([O-:25])=[O:24])=[CH:22][N:18]3[CH2:17]1)=[O:13])[CH2:7][CH2:6][CH2:5]2. The catalyst class is: 3.